Dataset: Catalyst prediction with 721,799 reactions and 888 catalyst types from USPTO. Task: Predict which catalyst facilitates the given reaction. (1) Reactant: [F:1][C:2]([F:17])([F:16])[C:3]1[CH:8]=[CH:7][C:6]([C:9]2[S:13][C:12]([CH:14]=[O:15])=[CH:11][CH:10]=2)=[CH:5][CH:4]=1.[Li+].[BH4-]. Product: [F:16][C:2]([F:1])([F:17])[C:3]1[CH:4]=[CH:5][C:6]([C:9]2[S:13][C:12]([CH2:14][OH:15])=[CH:11][CH:10]=2)=[CH:7][CH:8]=1. The catalyst class is: 1. (2) Reactant: [F:1][C:2]([F:7])([F:6])[C:3]([OH:5])=[O:4].[CH3:8][C:9]1[N:13](C2CCCCO2)[N:12]=[C:11]([C:20]([F:23])([F:22])[F:21])[C:10]=1[C:24]1[NH:25][C:26]2[C:32]3[CH:33]=[CH:34][N:35]=[CH:36][C:31]=3[NH:30][C:29]3[N:37]=[CH:38][CH:39]=[CH:40][C:28]=3[C:27]=2[N:41]=1.Cl. Product: [F:1][C:2]([F:7])([F:6])[C:3]([OH:5])=[O:4].[F:1][C:2]([F:7])([F:6])[C:3]([OH:5])=[O:4].[CH3:8][C:9]1[NH:13][N:12]=[C:11]([C:20]([F:23])([F:22])[F:21])[C:10]=1[C:24]1[NH:25][C:26]2[C:32]3[CH:33]=[CH:34][N:35]=[CH:36][C:31]=3[NH:30][C:29]3[N:37]=[CH:38][CH:39]=[CH:40][C:28]=3[C:27]=2[N:41]=1.[C:3]([OH:5])([C:2]([F:7])([F:6])[F:1])=[O:4]. The catalyst class is: 5. (3) Reactant: [F:1][C:2]1[CH:30]=[CH:29][CH:28]=[CH:27][C:3]=1[CH2:4][N:5]1[C:9]2=[N:10][CH:11]=[CH:12][CH:13]=[C:8]2[C:7]([C:14]2[N:15]=[C:16](I)[C:17]3[C:22]([CH3:24])([CH3:23])[C:21](=[O:25])[NH:20][C:18]=3[N:19]=2)=[N:6]1.[NH2:31][C@H:32]1[CH2:37][CH2:36][C@H:35]([OH:38])[CH2:34][CH2:33]1. Product: [F:1][C:2]1[CH:30]=[CH:29][CH:28]=[CH:27][C:3]=1[CH2:4][N:5]1[C:9]2=[N:10][CH:11]=[CH:12][CH:13]=[C:8]2[C:7]([C:14]2[N:15]=[C:16]([NH:31][C@H:32]3[CH2:37][CH2:36][C@H:35]([OH:38])[CH2:34][CH2:33]3)[C:17]3[C:22]([CH3:24])([CH3:23])[C:21](=[O:25])[NH:20][C:18]=3[N:19]=2)=[N:6]1. The catalyst class is: 60.